Task: Predict which catalyst facilitates the given reaction.. Dataset: Catalyst prediction with 721,799 reactions and 888 catalyst types from USPTO (1) The catalyst class is: 6. Product: [CH:12]1[CH:17]=[CH:16][C:15]([O:10][C:3]2[C:2]([Br:1])=[CH:7][C:6]([Br:8])=[CH:5][C:4]=2[Br:9])=[CH:14][CH:13]=1. Reactant: [Br:1][C:2]1[CH:7]=[C:6]([Br:8])[CH:5]=[C:4]([Br:9])[C:3]=1[OH:10].[Cl-].[C:12]1([I+][C:12]2[CH:17]=[CH:16][CH:15]=[CH:14][CH:13]=2)[CH:17]=[CH:16][CH:15]=[CH:14][CH:13]=1.[OH-].[Na+]. (2) Reactant: [C:1]([O:5][C:6]([N:8]1[C:16]2[CH:15]=[CH:14][C:13]([Cl:17])=[CH:12][C:11]=2[C:10]2[CH2:18][CH:19]([C:21]([S:25]([C:28]3[CH:33]=[CH:32][CH:31]=[CH:30][CH:29]=3)(=[O:27])=[O:26])([CH3:24])[CH2:22][OH:23])[CH2:20][C:9]1=2)=[O:7])([CH3:4])([CH3:3])[CH3:2].[H-].[Na+].[CH3:36]I. Product: [C:1]([O:5][C:6]([N:8]1[C:16]2[CH:15]=[CH:14][C:13]([Cl:17])=[CH:12][C:11]=2[C:10]2[CH2:18][CH:19]([C:21]([S:25]([C:28]3[CH:29]=[CH:30][CH:31]=[CH:32][CH:33]=3)(=[O:26])=[O:27])([CH3:24])[CH2:22][O:23][CH3:36])[CH2:20][C:9]1=2)=[O:7])([CH3:2])([CH3:3])[CH3:4]. The catalyst class is: 1. (3) Reactant: [C:1]([O:5][C@@H:6]([C:12]1[C:37]([CH3:38])=[CH:36][C:15]2[N:16]=[C:17]([N:19]3[CH:24]=[CH:23][N:22]=[C:21]([C:25]4[CH:26]=[C:27]5[C:31](=[CH:32][CH:33]=4)[N:30]([CH3:34])[N:29]=[CH:28]5)[C:20]3=[O:35])[S:18][C:14]=2[C:13]=1[C:39]1[CH:44]=[CH:43][C:42]([Cl:45])=[CH:41][CH:40]=1)[C:7]([O:9]CC)=[O:8])([CH3:4])([CH3:3])[CH3:2].[I-].[Li+]. Product: [C:1]([O:5][C@@H:6]([C:12]1[C:37]([CH3:38])=[CH:36][C:15]2[N:16]=[C:17]([N:19]3[CH:24]=[CH:23][N:22]=[C:21]([C:25]4[CH:26]=[C:27]5[C:31](=[CH:32][CH:33]=4)[N:30]([CH3:34])[N:29]=[CH:28]5)[C:20]3=[O:35])[S:18][C:14]=2[C:13]=1[C:39]1[CH:44]=[CH:43][C:42]([Cl:45])=[CH:41][CH:40]=1)[C:7]([OH:9])=[O:8])([CH3:4])([CH3:2])[CH3:3]. The catalyst class is: 17. (4) Reactant: I([O-])(=O)(=O)=O.[Na+].OC[C:9]1([OH:20])[CH:15]=[CH:14][C:13]2[CH:16]=[CH:17][CH:18]=[CH:19][C:12]=2[O:11][CH2:10]1. Product: [O:11]1[C:12]2[CH:19]=[CH:18][CH:17]=[CH:16][C:13]=2[CH:14]=[CH:15][C:9](=[O:20])[CH2:10]1. The catalyst class is: 38.